From a dataset of Catalyst prediction with 721,799 reactions and 888 catalyst types from USPTO. Predict which catalyst facilitates the given reaction. (1) Reactant: [Br:1][C:2]1[N:7]=[CH:6][C:5]([C:8]([OH:10])=O)=[CH:4][CH:3]=1.[CH2:11]1[C:19]2[C:14](=[CH:15][CH:16]=[CH:17][CH:18]=2)[CH2:13][CH:12]1[NH:20][C:21]1[N:22]=[CH:23][C:24]2[CH2:30][NH:29][CH2:28][CH2:27][C:25]=2[N:26]=1.Cl.CN(C)CCCN=C=NCC.N1C=CC(N)=CC=1. Product: [Br:1][C:2]1[N:7]=[CH:6][C:5]([C:8]([N:29]2[CH2:28][CH2:27][C:25]3[N:26]=[C:21]([NH:20][CH:12]4[CH2:11][C:19]5[C:14](=[CH:15][CH:16]=[CH:17][CH:18]=5)[CH2:13]4)[N:22]=[CH:23][C:24]=3[CH2:30]2)=[O:10])=[CH:4][CH:3]=1. The catalyst class is: 4. (2) Reactant: ClC(Cl)(O[C:5](=[O:11])[O:6][C:7](Cl)(Cl)Cl)Cl.[C:13]([O:17][C:18]([N:20]1[CH2:24][C@@H:23]([CH2:25][N:26]([CH:43]([CH3:45])[CH3:44])[C:27](=[O:42])[C:28]2[CH:33]=[CH:32][C:31]([O:34][CH3:35])=[C:30]([O:36][CH2:37][CH2:38][CH2:39][O:40][CH3:41])[CH:29]=2)[C@H](O)[CH2:21]1)=[O:19])([CH3:16])([CH3:15])[CH3:14].[NH2:47][CH2:48][C:49]1[CH:54]=[CH:53][CH:52]=[CH:51][N:50]=1. Product: [C:13]([O:17][C:18]([N:20]1[CH2:21][C@@H:7]([O:6][C:5](=[O:11])[NH:47][CH2:48][C:49]2[CH:54]=[CH:53][CH:52]=[CH:51][N:50]=2)[C@H:23]([CH2:25][N:26]([CH:43]([CH3:45])[CH3:44])[C:27](=[O:42])[C:28]2[CH:33]=[CH:32][C:31]([O:34][CH3:35])=[C:30]([O:36][CH2:37][CH2:38][CH2:39][O:40][CH3:41])[CH:29]=2)[CH2:24]1)=[O:19])([CH3:16])([CH3:14])[CH3:15]. The catalyst class is: 79. (3) Reactant: [Br:1][C:2]1[CH:20]=[N:19][C:5]2[N:6]=[C:7]([N:13]3[CH2:16][CH:15]([NH:17][CH3:18])[CH2:14]3)[C:8]3[N:9]([N:10]=[N:11][N:12]=3)[C:4]=2[CH:3]=1.O1CCOCC1.[ClH:27]. Product: [ClH:27].[Br:1][C:2]1[CH:20]=[N:19][C:5]2[N:6]=[C:7]([N:13]3[CH2:16][CH:15]([NH:17][CH3:18])[CH2:14]3)[C:8]3[N:9]([N:10]=[N:11][N:12]=3)[C:4]=2[CH:3]=1. The catalyst class is: 28. (4) Reactant: [CH:1]1[C:13]2[CH:12]([CH2:14][O:15][C:16](=[O:33])[NH:17][CH:18](C3CCCNC3)[CH2:19][C:20]3[CH:25]=[CH:24][CH:23]=[C:22]([Cl:26])[CH:21]=3)[C:11]3[C:6](=[CH:7][CH:8]=[CH:9][CH:10]=3)[C:5]=2[CH:4]=[CH:3][CH:2]=1.C(N(C(C)C)CC)(C)C.[CH2:43]([S:45]([NH:48][C:49]1[CH:50]=[C:51]([CH:55]=[CH:56][CH:57]=1)[C:52]([OH:54])=O)(=[O:47])=[O:46])C.CN(C(ON1N=[N:73][C:68]2C=[CH:70][CH:71]=[CH:72][C:67]1=2)=[N+](C)C)C.F[P-](F)(F)(F)(F)F.CN1CCOCC1. Product: [CH:1]1[C:13]2[CH:12]([CH2:14][O:15][C:16](=[O:33])[NH:17][CH:18]([CH:72]3[CH2:71][CH2:70][N:73]([C:52](=[O:54])[C:51]4[CH:55]=[CH:56][CH:57]=[C:49]([NH:48][S:45]([CH3:43])(=[O:46])=[O:47])[CH:50]=4)[CH2:68][CH2:67]3)[CH2:19][C:20]3[CH:25]=[CH:24][CH:23]=[C:22]([Cl:26])[CH:21]=3)[C:11]3[C:6](=[CH:7][CH:8]=[CH:9][CH:10]=3)[C:5]=2[CH:4]=[CH:3][CH:2]=1. The catalyst class is: 9. (5) Reactant: [Cl:1][C:2]1[CH:3]=[C:4]([C@:9]([OH:30])([C:26]([F:29])([F:28])[F:27])[C:10]#[C:11][C:12]2[CH:24]=[CH:23][C:15]([C:16]([O:18][C:19]([CH3:22])([CH3:21])[CH3:20])=[O:17])=[C:14]([CH3:25])[CH:13]=2)[CH:5]=[C:6]([Cl:8])[CH:7]=1.[H-].COCCO[Al+]OCCOC.[Na+].[H-]. Product: [Cl:1][C:2]1[CH:3]=[C:4]([C:9]([OH:30])([C:26]([F:27])([F:28])[F:29])/[CH:10]=[CH:11]/[C:12]2[CH:24]=[CH:23][C:15]([C:16]([O:18][C:19]([CH3:22])([CH3:21])[CH3:20])=[O:17])=[C:14]([CH3:25])[CH:13]=2)[CH:5]=[C:6]([Cl:8])[CH:7]=1. The catalyst class is: 247. (6) Reactant: Cl.[CH2:2]([O:4][C:5](=[O:9])[CH2:6][CH2:7][NH2:8])[CH3:3].CCN(CC)CC.[CH2:17]([O:24][C:25]1[CH:32]=[CH:31][C:28]([CH:29]=O)=[CH:27][CH:26]=1)[C:18]1[CH:23]=[CH:22][CH:21]=[CH:20][CH:19]=1.[O-]S([O-])(=O)=O.[Mg+2]. Product: [CH2:2]([O:4][C:5](=[O:9])[CH2:6][CH2:7][N:8]=[CH:29][C:28]1[CH:31]=[CH:32][C:25]([O:24][CH2:17][C:18]2[CH:23]=[CH:22][CH:21]=[CH:20][CH:19]=2)=[CH:26][CH:27]=1)[CH3:3]. The catalyst class is: 2. (7) Reactant: [CH3:1][S:2]([C:5]1[CH:6]=[CH:7][C:8]2[CH2:13][O:12][CH:11]([CH2:14][NH:15][CH2:16][CH2:17][CH3:18])[O:10][C:9]=2[CH:19]=1)(=[O:4])=[O:3].[CH2:20](Br)[C:21]1[CH:26]=[CH:25][CH:24]=[CH:23][CH:22]=1.C(=O)([O-])[O-].[K+].[K+].C(#N)C. Product: [CH2:20]([N:15]([CH2:14][CH:11]1[O:10][C:9]2[CH:19]=[C:5]([S:2]([CH3:1])(=[O:4])=[O:3])[CH:6]=[CH:7][C:8]=2[CH2:13][O:12]1)[CH2:16][CH2:17][CH3:18])[C:21]1[CH:26]=[CH:25][CH:24]=[CH:23][CH:22]=1. The catalyst class is: 25.